The task is: Predict the reactants needed to synthesize the given product.. This data is from Full USPTO retrosynthesis dataset with 1.9M reactions from patents (1976-2016). (1) Given the product [CH2:1]([C:3]1[C:11]2[C:6](=[CH:7][CH:8]=[CH:9][C:10]=2[NH:12][C:13]([C:15]2[N:19]3[CH:20]=[CH:21][C:22]([O:24][CH2:25][C@@H:26]4[C@@H:30]([OH:31])[CH2:29][CH2:28][N:27]4[CH3:44])=[CH:23][C:18]3=[N:17][CH:16]=2)=[O:14])[N:5]([CH2:32][C:33]2[CH:38]=[CH:37][CH:36]=[C:35]([CH3:39])[N:34]=2)[N:4]=1)[CH3:2], predict the reactants needed to synthesize it. The reactants are: [CH2:1]([C:3]1[C:11]2[C:6](=[CH:7][CH:8]=[CH:9][C:10]=2[NH:12][C:13]([C:15]2[N:19]3[CH:20]=[CH:21][C:22]([O:24][CH2:25][C@@H:26]4[C@@H:30]([OH:31])[CH2:29][CH2:28][NH:27]4)=[CH:23][C:18]3=[N:17][CH:16]=2)=[O:14])[N:5]([CH2:32][C:33]2[CH:38]=[CH:37][CH:36]=[C:35]([CH3:39])[N:34]=2)[N:4]=1)[CH3:2].C=O.[BH-](OC(C)=O)(OC(C)=O)O[C:44](C)=O.[Na+]. (2) The reactants are: C(O[C:6]([N:8]1[CH2:12][CH2:11][CH2:10][CH:9]1[C:13]1[CH:18]=[CH:17][C:16]([NH2:19])=[CH:15][CH:14]=1)=O)(C)(C)C.BrC1C=CC(CN2CCC[CH:27]2[CH2:31][O:32][CH2:33]C)=CC=1. Given the product [CH2:31]([O:32][CH2:33][CH:6]1[CH2:10][CH2:11][CH2:12][N:8]1[CH2:9][C:13]1[CH:14]=[CH:15][C:16]([NH2:19])=[CH:17][CH:18]=1)[CH3:27], predict the reactants needed to synthesize it. (3) Given the product [Cl:1][C:2]1[C:3]([CH2:15][CH2:16][C:17]2[CH:22]=[CH:21][CH:20]=[CH:19][C:18]=2[CH:23]([CH3:27])[C:24]([NH2:26])=[O:25])=[N:4][C:5]([NH:8][C:9]2[CH:10]=[N:11][CH:14]=[N:12][CH:13]=2)=[N:6][CH:7]=1, predict the reactants needed to synthesize it. The reactants are: [Cl:1][C:2]1[C:3]([CH2:15][CH2:16][C:17]2[CH:22]=[CH:21][CH:20]=[CH:19][C:18]=2[CH:23]([CH3:27])[C:24]([NH2:26])=[O:25])=[N:4][C:5]([NH:8][C:9]2[CH:10]=[N:11][N:12]([CH3:14])[CH:13]=2)=[N:6][CH:7]=1.NC1C=NC=NC=1.CC1(C)C2C(=C(P(C3C=CC=CC=3)C3C=CC=CC=3)C=CC=2)OC2C(P(C3C=CC=CC=3)C3C=CC=CC=3)=CC=CC1=2.C([O-])([O-])=O.[Cs+].[Cs+]. (4) Given the product [CH3:24][S:25]([O:1][CH2:2][C@H:3]1[O:7][C:6](=[O:8])[N:5]([NH:9][C:10]([O:11][C:12]([CH3:13])([CH3:15])[CH3:14])=[O:16])[CH2:4]1)(=[O:27])=[O:26], predict the reactants needed to synthesize it. The reactants are: [OH:1][CH2:2][C@@H:3]1[O:7][C:6](=[O:8])[N:5]([NH:9][C:10](=[O:16])[O:11][C:12]([CH3:15])([CH3:14])[CH3:13])[CH2:4]1.C(N(CC)CC)C.[CH3:24][S:25](Cl)(=[O:27])=[O:26]. (5) The reactants are: [CH3:1][N:2]1[CH2:7][CH2:6][CH:5]([C:8]([OH:10])=O)[CH2:4][CH2:3]1.S(Cl)(Cl)=O.[CH2:15]([NH:17][CH2:18][CH3:19])[CH3:16]. Given the product [CH2:15]([N:17]([CH2:18][CH3:19])[C:8]([CH:5]1[CH2:4][CH2:3][N:2]([CH3:1])[CH2:7][CH2:6]1)=[O:10])[CH3:16], predict the reactants needed to synthesize it. (6) Given the product [C:25]([O:29][C:30]([NH:32][C@@H:33]([C@H:45]([CH3:53])[CH2:46][CH:47]([CH3:52])[CH2:48][CH2:49][CH:50]=[CH2:51])[C:34]([N:36]1[CH2:40][C@H:39]([OH:41])[CH2:38][C@H:37]1[C:42]([NH:55][C@:56]1([C:61]([O:63][CH3:64])=[O:62])[CH2:58][C@H:57]1[CH:59]=[CH2:60])=[O:43])=[O:35])=[O:31])([CH3:28])([CH3:27])[CH3:26], predict the reactants needed to synthesize it. The reactants are: CN(C(ON1N=NC2C=CC=NC1=2)=[N+](C)C)C.F[P-](F)(F)(F)(F)F.[C:25]([O:29][C:30]([NH:32][C@@H:33]([C@H:45]([CH3:53])[CH2:46][CH:47]([CH3:52])[CH2:48][CH2:49][CH:50]=[CH2:51])[C:34]([N:36]1[CH2:40][C@H:39]([OH:41])[CH2:38][C@H:37]1[C:42](O)=[O:43])=[O:35])=[O:31])([CH3:28])([CH3:27])[CH3:26].Cl.[NH2:55][C@:56]1([C:61]([O:63][CH3:64])=[O:62])[CH2:58][C@H:57]1[CH:59]=[CH2:60].CCN(C(C)C)C(C)C. (7) Given the product [C:1]([O:9][CH2:10][C@@H:11]1[C:15]([O:17][C:18](=[O:20])[CH3:19])([CH3:16])[C@:14]([F:22])([CH3:21])[CH:13]([N:23]2[CH:31]=[N:30][C:29]3[C:24]2=[N:25][CH:26]=[N:27][C:28]=3[NH:39][CH2:38][C:37]2[CH:40]=[CH:41][C:34]([F:33])=[CH:35][CH:36]=2)[O:12]1)(=[O:8])[C:2]1[CH:7]=[CH:6][CH:5]=[CH:4][CH:3]=1, predict the reactants needed to synthesize it. The reactants are: [C:1]([O:9][CH2:10][C@@H:11]1[C:15]([O:17][C:18](=[O:20])[CH3:19])([CH3:16])[C@:14]([F:22])([CH3:21])[CH:13]([N:23]2[CH:31]=[N:30][C:29]3[C:24]2=[N:25][CH:26]=[N:27][C:28]=3Cl)[O:12]1)(=[O:8])[C:2]1[CH:7]=[CH:6][CH:5]=[CH:4][CH:3]=1.[F:33][C:34]1[CH:41]=[CH:40][C:37]([CH2:38][NH2:39])=[CH:36][CH:35]=1.O. (8) Given the product [C:22]([C:24]1[CH:25]=[C:26]([C:27]2[O:1][N:2]=[C:3]([C:4]3[CH:13]=[CH:12][CH:11]=[C:10]4[C:5]=3[CH2:6][CH2:7][N:8]([C:14]([O:16][C:17]([CH3:18])([CH3:20])[CH3:19])=[O:15])[CH2:9]4)[N:21]=2)[CH:30]=[CH:31][C:32]=1[O:33][CH:34]([CH3:35])[CH3:36])#[N:23], predict the reactants needed to synthesize it. The reactants are: [OH:1][NH:2][C:3](=[NH:21])[C:4]1[CH:13]=[CH:12][CH:11]=[C:10]2[C:5]=1[CH2:6][CH2:7][N:8]([C:14]([O:16][C:17]([CH3:20])([CH3:19])[CH3:18])=[O:15])[CH2:9]2.[C:22]([C:24]1[CH:25]=[C:26]([CH:30]=[CH:31][C:32]=1[O:33][CH:34]([CH3:36])[CH3:35])[C:27](Cl)=O)#[N:23].